From a dataset of Catalyst prediction with 721,799 reactions and 888 catalyst types from USPTO. Predict which catalyst facilitates the given reaction. (1) Reactant: [C:1]([C:3]1[CH:7]=[CH:6][S:5][C:4]=1[N:8]=[C:9]([O:14][CH2:15][CH2:16][CH3:17])[O:10][CH2:11][CH2:12][CH3:13])#[N:2].[Cl:18]N1C(=O)CCC1=O. Product: [Cl:18][C:6]1[S:5][C:4]([N:8]=[C:9]([O:14][CH2:15][CH2:16][CH3:17])[O:10][CH2:11][CH2:12][CH3:13])=[C:3]([C:1]#[N:2])[CH:7]=1. The catalyst class is: 17. (2) Reactant: [BrH:1].CC(C)=O.[F:6][C:7]1([F:56])[CH2:12][CH2:11][CH:10]([C:13]2[C:22]3[C@@H:21]([OH:23])[CH2:20][C:19]([CH3:25])([CH3:24])[CH2:18][C:17]=3[N:16]=[C:15]([CH:26]3[CH2:31][CH2:30][N:29]([C:32]4[N:37]=[CH:36][C:35]([O:38][CH2:39][C@H:40]([OH:43])[CH2:41][OH:42])=[CH:34][N:33]=4)[CH2:28][CH2:27]3)[C:14]=2[C@@H:44]([F:55])[C:45]2[CH:50]=[CH:49][C:48]([C:51]([F:54])([F:53])[F:52])=[CH:47][CH:46]=2)[CH2:9][CH2:8]1. Product: [BrH:1].[BrH:1].[F:56][C:7]1([F:6])[CH2:8][CH2:9][CH:10]([C:13]2[C:22]3[C@@H:21]([OH:23])[CH2:20][C:19]([CH3:24])([CH3:25])[CH2:18][C:17]=3[N:16]=[C:15]([CH:26]3[CH2:31][CH2:30][N:29]([C:32]4[N:37]=[CH:36][C:35]([O:38][CH2:39][C@H:40]([OH:43])[CH2:41][OH:42])=[CH:34][N:33]=4)[CH2:28][CH2:27]3)[C:14]=2[C@@H:44]([F:55])[C:45]2[CH:50]=[CH:49][C:48]([C:51]([F:52])([F:54])[F:53])=[CH:47][CH:46]=2)[CH2:11][CH2:12]1. The catalyst class is: 310. (3) Reactant: C12BC(CCC1)CCC2.[CH2:10]([C@H:13]1[C:18](=[O:19])[N:17]([C@H:20]([CH2:26][CH2:27][CH3:28])[C:21]([O:23][CH2:24][CH3:25])=[O:22])[C@H:16]([C:29]2[CH:34]=[CH:33][C:32]([Cl:35])=[CH:31][CH:30]=2)[C@H:15]([C:36]2[CH:41]=[CH:40][C:39]([Cl:42])=[CH:38][CH:37]=2)[O:14]1)[CH:11]=[CH2:12].C1C[O:46]CC1.OO. Product: [Cl:42][C:39]1[CH:40]=[CH:41][C:36]([C@H:15]2[C@@H:16]([C:29]3[CH:30]=[CH:31][C:32]([Cl:35])=[CH:33][CH:34]=3)[N:17]([C@H:20]([CH2:26][CH2:27][CH3:28])[C:21]([O:23][CH2:24][CH3:25])=[O:22])[C:18](=[O:19])[C@H:13]([CH2:10][CH2:11][CH2:12][OH:46])[O:14]2)=[CH:37][CH:38]=1. The catalyst class is: 69. (4) Reactant: [F:1][C:2]1[CH:3]=[C:4]([C:8]2[C:9]([OH:26])=[C:10]([C:23]([OH:25])=O)[C:11]3[N:12]=[CH:13][C:14]([C:18]4[S:19][CH:20]=[CH:21][N:22]=4)=[N:15][C:16]=3[CH:17]=2)[CH:5]=[CH:6][CH:7]=1.[CH2:27](C1C=NC2C(C(O)=O)=C(O)C(C3C=CC=C(F)C=3)=CC=2N=1)[CH2:28]CC.Cl.C([NH:55][CH2:56][C:57]([OH:59])=[O:58])C.C(N(CC)CC)C.C1CN([P+](ON2N=NC3C=CC=CC2=3)(N2CCCC2)N2CCCC2)CC1.F[P-](F)(F)(F)(F)F. Product: [F:1][C:2]1[CH:3]=[C:4]([C:8]2[CH:17]=[C:16]3[C:11]([N:12]=[CH:13][C:14]([C:18]4[S:19][CH:20]=[CH:21][N:22]=4)=[N:15]3)=[C:10]([C:23]([NH:55][CH2:56][C:57]([O:59][CH2:27][CH3:28])=[O:58])=[O:25])[C:9]=2[OH:26])[CH:5]=[CH:6][CH:7]=1. The catalyst class is: 9. (5) The catalyst class is: 3. Product: [Cl:16][C:8]1[C:6]2[N:7]=[C:2]([N:23]3[CH:27]=[CH:26][CH:25]=[N:24]3)[N:3]=[C:4]([N:17]3[CH2:22][CH2:21][O:20][CH2:19][CH2:18]3)[C:5]=2[N:11]=[C:10]([C:12]([O:14][CH3:15])=[O:13])[CH:9]=1. Reactant: Cl[C:2]1[N:3]=[C:4]([N:17]2[CH2:22][CH2:21][O:20][CH2:19][CH2:18]2)[C:5]2[N:11]=[C:10]([C:12]([O:14][CH3:15])=[O:13])[CH:9]=[C:8]([Cl:16])[C:6]=2[N:7]=1.[NH:23]1[CH:27]=[CH:26][CH:25]=[N:24]1.C([O-])([O-])=O.[K+].[K+]. (6) Product: [Cl:1][C:2]1[CH:7]=[C:6]([O:8][CH3:9])[CH:5]=[CH:4][C:3]=1[CH:10]([CH3:22])[C:11]([C:13]1[CH:18]=[CH:17][N:16]=[C:15]([Cl:19])[CH:14]=1)=[O:12]. The catalyst class is: 7. Reactant: [Cl:1][C:2]1[CH:7]=[C:6]([O:8][CH3:9])[CH:5]=[CH:4][C:3]=1[CH2:10][C:11]([C:13]1[CH:18]=[CH:17][N:16]=[C:15]([Cl:19])[CH:14]=1)=[O:12].[H-].[Na+].[CH3:22]I.